Dataset: Full USPTO retrosynthesis dataset with 1.9M reactions from patents (1976-2016). Task: Predict the reactants needed to synthesize the given product. (1) Given the product [F:14][C:10]1[C:9]([CH3:15])=[C:8]2[C:13]([C:5]([C:3]([OH:4])=[O:22])=[CH:6][N:7]2[CH2:16][CH2:17][O:18][CH3:19])=[CH:12][CH:11]=1, predict the reactants needed to synthesize it. The reactants are: FC(F)(F)[C:3]([C:5]1[C:13]2[C:8](=[C:9]([CH3:15])[C:10]([F:14])=[CH:11][CH:12]=2)[N:7]([CH2:16][CH2:17][O:18][CH3:19])[CH:6]=1)=[O:4].[OH-:22].[Na+].Cl. (2) Given the product [O:4]1[CH2:3][CH2:2][N:1]([C:7]2[C:8]3[N:28]=[C:27]([CH2:29][N:30]4[CH2:31][CH:32]([N:34]5[CH2:35][CH2:36][O:37][CH2:38][CH2:39]5)[CH2:33]4)[S:26][C:9]=3[N:10]=[C:11]([C:41]3[CH:46]=[N:45][CH:44]=[C:43]4[NH:47][CH:48]=[CH:49][C:42]=34)[N:12]=2)[CH2:6][CH2:5]1, predict the reactants needed to synthesize it. The reactants are: [N:1]1([C:7]2[C:8]3[N:28]=[C:27]([CH2:29][N:30]4[CH2:33][CH:32]([N:34]5[CH2:39][CH2:38][O:37][CH2:36][CH2:35]5)[CH2:31]4)[S:26][C:9]=3[N:10]=[C:11]([Sn](CCCC)(CCCC)CCCC)[N:12]=2)[CH2:6][CH2:5][O:4][CH2:3][CH2:2]1.Br[C:41]1[CH:46]=[N:45][CH:44]=[C:43]2[NH:47][CH:48]=[CH:49][C:42]=12. (3) Given the product [NH2:23][C:5]1[CH:4]=[C:3]([CH3:26])[C:2]([F:1])=[CH:7][C:6]=1[CH:8]([C:9]([O:11][C:12]([CH3:15])([CH3:14])[CH3:13])=[O:10])[C:16]([O:18][C:19]([CH3:22])([CH3:20])[CH3:21])=[O:17], predict the reactants needed to synthesize it. The reactants are: [F:1][C:2]1[C:3]([CH3:26])=[CH:4][C:5]([N+:23]([O-])=O)=[C:6]([CH:8]([C:16]([O:18][C:19]([CH3:22])([CH3:21])[CH3:20])=[O:17])[C:9]([O:11][C:12]([CH3:15])([CH3:14])[CH3:13])=[O:10])[CH:7]=1. (4) Given the product [CH3:1][O:2][C:3]1[CH:4]=[C:5]([CH:21]=[CH:22][C:23]=1[O:24][CH2:25][C:26]1[N:27]=[C:28]([C:32]2[CH:37]=[CH:36][CH:35]=[CH:34][CH:33]=2)[O:29][C:30]=1[CH3:31])[CH2:6][O:7][C:8]1[CH:12]=[C:11]([CH:13]=[O:14])[N:10]([C:15]2[CH:16]=[CH:17][CH:18]=[CH:19][CH:20]=2)[N:9]=1, predict the reactants needed to synthesize it. The reactants are: [CH3:1][O:2][C:3]1[CH:4]=[C:5]([CH:21]=[CH:22][C:23]=1[O:24][CH2:25][C:26]1[N:27]=[C:28]([C:32]2[CH:37]=[CH:36][CH:35]=[CH:34][CH:33]=2)[O:29][C:30]=1[CH3:31])[CH2:6][O:7][C:8]1[CH:12]=[C:11]([CH2:13][OH:14])[N:10]([C:15]2[CH:20]=[CH:19][CH:18]=[CH:17][CH:16]=2)[N:9]=1. (5) Given the product [CH3:2][O:3][C:4](=[O:30])[C@@H:5]([NH:8][C:9]([C:11]1[C:12]([CH3:29])=[N:13][C:14]([NH:18][CH2:19][CH2:20][CH2:21][C:22]2[CH:27]=[CH:26][CH:25]=[C:24]([OH:28])[CH:23]=2)=[N:15][C:16]=1[CH3:17])=[O:10])[CH2:6][NH:7][C:32]([O:34][CH2:35][C:36]1[CH:41]=[CH:40][CH:39]=[CH:38][CH:37]=1)=[O:33], predict the reactants needed to synthesize it. The reactants are: Cl.[CH3:2][O:3][C:4](=[O:30])[C@@H:5]([NH:8][C:9]([C:11]1[C:12]([CH3:29])=[N:13][C:14]([NH:18][CH2:19][CH2:20][CH2:21][C:22]2[CH:27]=[CH:26][CH:25]=[C:24]([OH:28])[CH:23]=2)=[N:15][C:16]=1[CH3:17])=[O:10])[CH2:6][NH2:7].Cl[C:32]([O:34][CH2:35][C:36]1[CH:41]=[CH:40][CH:39]=[CH:38][CH:37]=1)=[O:33].C(N(CC)CC)C.CN(C=O)C. (6) Given the product [Br:12][CH2:11][C:9]1[CH:10]=[C:5]([CH:6]=[C:7]([B:13]2[O:18][CH2:17][CH2:16][CH2:15][O:14]2)[CH:8]=1)[CH2:4][O:22][CH2:21][CH2:20][CH2:19][OH:23], predict the reactants needed to synthesize it. The reactants are: [H-].[Na+].Br[CH2:4][C:5]1[CH:6]=[C:7]([B:13]2[O:18][CH2:17][CH2:16][CH2:15][O:14]2)[CH:8]=[C:9]([CH2:11][Br:12])[CH:10]=1.[CH2:19]([OH:23])[CH2:20][CH2:21][OH:22]. (7) Given the product [CH3:43][N:44]1[C:53]2[C@@:48]([CH3:72])([C@H:49]3[CH2:60][CH2:59][C@@:58]4([CH3:61])[C@@H:54]([CH2:55][CH:56]=[C:57]4[C:62]4[CH:63]=[C:64]5[C:68](=[CH:69][CH:70]=4)[N:67]([CH3:71])[CH:66]=[CH:65]5)[C@@H:50]3[CH2:51][CH:52]=2)[CH2:47][CH2:46][C:45]1=[O:73], predict the reactants needed to synthesize it. The reactants are: COC1N=CC(C2[C@@]3(C)CC[C@H]4[C@H]([C@@H]3CC=2)CC=C2[C@]4(C)CCC(=O)N2C)=CC=1.CN1C2C(=CC=C(B(O)O)C=2)C=C1.[CH3:43][N:44]1[C:53]2[C:48]([CH3:72])([CH:49]3[CH2:60][CH2:59][C:58]4([CH3:61])[CH:54]([CH2:55][CH:56]=[C:57]4[C:62]4[CH:63]=[C:64]5[C:68](=[CH:69][CH:70]=4)[N:67]([CH3:71])[CH:66]=[CH:65]5)[CH:50]3[CH2:51][CH:52]=2)[CH2:47][CH2:46][C:45]1=[O:73].